This data is from Full USPTO retrosynthesis dataset with 1.9M reactions from patents (1976-2016). The task is: Predict the reactants needed to synthesize the given product. Given the product [F:19][C:16]1[CH:17]=[CH:18][C:13]([CH:9]2[CH2:10][CH2:11][CH2:12][N:8]2[C:6]2[CH:5]=[CH:4][N:3]=[C:2]([NH2:50])[CH:7]=2)=[CH:14][CH:15]=1, predict the reactants needed to synthesize it. The reactants are: Cl[C:2]1[CH:7]=[C:6]([N:8]2[CH2:12][CH2:11][CH2:10][CH:9]2[C:13]2[CH:18]=[CH:17][C:16]([F:19])=[CH:15][CH:14]=2)[CH:5]=[CH:4][N:3]=1.C1(P(C2CCCCC2)C2C=CC=CC=2C2C=CC=CC=2)CCCCC1.[Li+].C[Si]([N-:50][Si](C)(C)C)(C)C.[NH4+].[Cl-].